Dataset: CYP2C9 inhibition data for predicting drug metabolism from PubChem BioAssay. Task: Regression/Classification. Given a drug SMILES string, predict its absorption, distribution, metabolism, or excretion properties. Task type varies by dataset: regression for continuous measurements (e.g., permeability, clearance, half-life) or binary classification for categorical outcomes (e.g., BBB penetration, CYP inhibition). Dataset: cyp2c9_veith. (1) The drug is COc1ccc(Oc2ncc3nc(CCc4ccccc4)c(=O)n(C)c3n2)cc1. The result is 1 (inhibitor). (2) The compound is O=C(NC(=S)Nc1ccc2c(c1)OCO2)c1ccccc1. The result is 1 (inhibitor). (3) The drug is O=C(COc1ccc(Cl)cc1Cl)N/N=C/CCc1ccccc1. The result is 0 (non-inhibitor).